Dataset: Catalyst prediction with 721,799 reactions and 888 catalyst types from USPTO. Task: Predict which catalyst facilitates the given reaction. (1) Reactant: FC(F)(F)C(O)=O.[CH3:8][N:9]([CH3:37])[C@H:10]([CH3:36])[CH2:11][CH2:12][CH2:13][CH2:14][N:15]1[C:24](=[O:25])[C:23]2[NH:22][C:21]([CH2:26][NH:27]C(OC(C)(C)C)=O)=[N:20][C:19]=2[N:18]([CH3:35])[C:16]1=[O:17]. Product: [CH3:37][N:9]([CH3:8])[C@H:10]([CH3:36])[CH2:11][CH2:12][CH2:13][CH2:14][N:15]1[C:24](=[O:25])[C:23]2[NH:22][C:21]([CH2:26][NH2:27])=[N:20][C:19]=2[N:18]([CH3:35])[C:16]1=[O:17]. The catalyst class is: 4. (2) Reactant: [NH2:1][C@H:2]([C:10]([OH:12])=[O:11])[CH2:3][CH2:4][CH2:5][NH:6][C:7](=[NH:9])[NH2:8].[CH3:13][C@@:14]1([CH2:27][N:28]2[N:32]=[N:31][CH:30]=[CH:29]2)[S:18](=[O:20])(=[O:19])[C@@H:17]2[CH2:21][C:22](=[O:23])[N:16]2[C@H:15]1[C:24]([OH:26])=[O:25].CC(C)=O. Product: [CH3:13][C@@:14]1([CH2:27][N:28]2[N:32]=[N:31][CH:30]=[CH:29]2)[S:18](=[O:19])(=[O:20])[C@@H:17]2[CH2:21][C:22](=[O:23])[N:16]2[C@H:15]1[C:24]([OH:26])=[O:25].[NH2:1][C@H:2]([C:10]([OH:12])=[O:11])[CH2:3][CH2:4][CH2:5][NH:6][C:7](=[NH:8])[NH2:9]. The catalyst class is: 283. (3) Reactant: [NH:1]1[CH2:6][CH2:5][O:4][CH2:3][C:2]1=[O:7].[H-].[Na+].[C:10]([O:14][C:15]([N:17]1[CH2:22][C@H:21]([CH2:23]Cl)[N:20]([CH2:25][C:26]2[CH:31]=[CH:30][CH:29]=[CH:28][CH:27]=2)[CH2:19][C@H:18]1[CH3:32])=[O:16])([CH3:13])([CH3:12])[CH3:11]. Product: [C:10]([O:14][C:15]([N:17]1[CH2:22][C@H:21]([CH2:23][N:1]2[CH2:6][CH2:5][O:4][CH2:3][C:2]2=[O:7])[N:20]([CH2:25][C:26]2[CH:27]=[CH:28][CH:29]=[CH:30][CH:31]=2)[CH2:19][C@H:18]1[CH3:32])=[O:16])([CH3:11])([CH3:12])[CH3:13]. The catalyst class is: 3. (4) The catalyst class is: 1. Product: [Cl:1][C:2]1[N:7]=[CH:6][C:5]2[N:8]=[C:9]([C:12]3[CH:16]=[N:15][N:14]([CH2:29][O:28][CH2:27][CH2:26][Si:25]([CH3:32])([CH3:31])[CH3:24])[CH:13]=3)[N:10]([CH3:11])[C:4]=2[CH:3]=1. Reactant: [Cl:1][C:2]1[N:7]=[CH:6][C:5]2[N:8]=[C:9]([C:12]3[CH:13]=[N:14][NH:15][CH:16]=3)[N:10]([CH3:11])[C:4]=2[CH:3]=1.[H-].[Na+].CN(C=O)C.[CH3:24][Si:25]([CH3:32])([CH3:31])[CH2:26][CH2:27][O:28][CH2:29]Cl. (5) Reactant: [C:1]([O:20][CH2:21][CH2:22][CH2:23][CH2:24][O:25][CH2:26][CH2:27][OH:28])([C:14]1[CH:19]=[CH:18][CH:17]=[CH:16][CH:15]=1)([C:8]1[CH:13]=[CH:12][CH:11]=[CH:10][CH:9]=1)[C:2]1[CH:7]=[CH:6][CH:5]=[CH:4][CH:3]=1.[S:29](Cl)([C:32]1[CH:38]=[CH:37][C:35]([CH3:36])=[CH:34][CH:33]=1)(=[O:31])=[O:30]. Product: [C:1]([O:20][CH2:21][CH2:22][CH2:23][CH2:24][O:25][CH2:26][CH2:27][O:28][S:29]([C:32]1[CH:38]=[CH:37][C:35]([CH3:36])=[CH:34][CH:33]=1)(=[O:31])=[O:30])([C:8]1[CH:13]=[CH:12][CH:11]=[CH:10][CH:9]=1)([C:14]1[CH:15]=[CH:16][CH:17]=[CH:18][CH:19]=1)[C:2]1[CH:3]=[CH:4][CH:5]=[CH:6][CH:7]=1. The catalyst class is: 17.